This data is from Catalyst prediction with 721,799 reactions and 888 catalyst types from USPTO. The task is: Predict which catalyst facilitates the given reaction. Reactant: COC([C:12]1[CH:17]=[CH:16]C=C[C:13]=1[C:18]#[C:19][C:20]1[CH:25]=[CH:24][CH:23]=[CH:22][CH:21]=1)C#CC1C=CC=CC=1.CC(N=NC(C#N)(C)C)(C#N)C.[CH3:38][CH2:39][CH2:40][CH2:41][SnH]([CH2:38][CH2:39][CH2:40][CH3:41])[CH2:38][CH2:39][CH2:40][CH3:41].Cl.[C:52]1([CH3:58])[CH:57]=[CH:56][CH:55]=[CH:54][CH:53]=1. Product: [C:52]1([CH:58]2[C:38]3[C:19](=[CH:18][CH:13]=[C:12]4[CH:17]=[CH:16][CH:41]=[CH:40][C:39]4=3)[C:20]3[C:25]2=[CH:24][CH:23]=[CH:22][CH:21]=3)[CH:57]=[CH:56][CH:55]=[CH:54][CH:53]=1. The catalyst class is: 2.